This data is from Full USPTO retrosynthesis dataset with 1.9M reactions from patents (1976-2016). The task is: Predict the reactants needed to synthesize the given product. (1) Given the product [Cl:1][C:2]1[CH:7]=[C:6]([CH:5]=[CH:4][C:3]=1[O:11][C:12]1[CH:17]=[CH:16][CH:15]=[CH:14][CH:13]=1)[NH2:8], predict the reactants needed to synthesize it. The reactants are: [Cl:1][C:2]1[CH:7]=[C:6]([N+:8]([O-])=O)[CH:5]=[CH:4][C:3]=1[O:11][C:12]1[CH:17]=[CH:16][CH:15]=[CH:14][CH:13]=1.[H][H]. (2) Given the product [Cl:1][C:2]1[C:3](=[O:27])[N:4]([C:10]2[CH:15]=[C:14]([C:16]3[CH:21]=[CH:20][N:19]=[C:18]([C:22]([OH:25])([CH3:23])[CH3:24])[N:17]=3)[CH:13]=[CH:12][C:11]=2[CH3:26])[C:5]([CH3:9])=[N:6][C:7]=1[O:8][CH2:29][C:30]1[C:35]([F:36])=[CH:34][C:33]([F:37])=[CH:32][N:31]=1, predict the reactants needed to synthesize it. The reactants are: [Cl:1][C:2]1[C:3](=[O:27])[N:4]([C:10]2[CH:15]=[C:14]([C:16]3[CH:21]=[CH:20][N:19]=[C:18]([C:22]([OH:25])([CH3:24])[CH3:23])[N:17]=3)[CH:13]=[CH:12][C:11]=2[CH3:26])[C:5]([CH3:9])=[N:6][C:7]=1[OH:8].Cl[CH2:29][C:30]1[C:35]([F:36])=[CH:34][C:33]([F:37])=[CH:32][N:31]=1.C(=O)([O-])[O-].[K+].[K+].C1OCCOCCOCCOCCOCCOC1. (3) The reactants are: Cl[C:2]1[CH:7]=[CH:6][N:5]=[C:4]([N:8]2[CH2:13][CH2:12][O:11][CH2:10][CH2:9]2)[N:3]=1.[CH:14]1([NH:17][C:18](=[O:35])[NH:19][C:20]2[CH:25]=[CH:24][C:23](B3OC(C)(C)C(C)(C)O3)=[CH:22][CH:21]=2)[CH2:16][CH2:15]1.C([O-])([O-])=O.[Cs+].[Cs+]. Given the product [CH:14]1([NH:17][C:18]([NH:19][C:20]2[CH:25]=[CH:24][C:23]([C:2]3[CH:7]=[CH:6][N:5]=[C:4]([N:8]4[CH2:13][CH2:12][O:11][CH2:10][CH2:9]4)[N:3]=3)=[CH:22][CH:21]=2)=[O:35])[CH2:16][CH2:15]1, predict the reactants needed to synthesize it. (4) The reactants are: [NH2:1][CH2:2][C:3]1[CH:24]=[CH:23][C:6]([CH2:7][NH:8][C:9]2[CH:14]=[CH:13][C:12]([CH2:15][N:16]([CH2:20][CH2:21][CH3:22])[CH2:17][CH2:18][CH3:19])=[CH:11][CH:10]=2)=[CH:5][CH:4]=1.[CH3:25][N:26]1[CH:30]=[CH:29][N:28]=[C:27]1[CH:31]=O.[C:33]([BH3-])#[N:34].[Na+].[OH-].[Na+]. Given the product [CH3:25][N:26]1[CH:30]=[CH:29][N:28]=[C:27]1[CH2:31][N:1]([CH2:2][C:3]1[CH:4]=[CH:5][C:6]([CH2:7][NH:8][C:9]2[CH:14]=[CH:13][C:12]([CH2:15][N:16]([CH2:20][CH2:21][CH3:22])[CH2:17][CH2:18][CH3:19])=[CH:11][CH:10]=2)=[CH:23][CH:24]=1)[CH2:10][C:9]1[N:34]([CH3:33])[CH:6]=[CH:7][N:8]=1, predict the reactants needed to synthesize it. (5) Given the product [Br:38][CH2:33][C:20]([C@@H:18]1[O:17][CH2:16][C@:14]2([C:23]3[CH:28]=[CH:27][C:26]([F:29])=[CH:25][C:24]=3[F:30])[N:15]=[C:10]([NH:9][C:1](=[O:8])[C:2]3[CH:7]=[CH:6][CH:5]=[CH:4][CH:3]=3)[S:11][CH2:12][C@@H:13]2[CH2:19]1)=[O:21], predict the reactants needed to synthesize it. The reactants are: [C:1]([NH:9][C:10]1[S:11][CH2:12][C@@H:13]2[CH2:19][C@H:18]([C:20](Cl)=[O:21])[O:17][CH2:16][C@:14]2([C:23]2[CH:28]=[CH:27][C:26]([F:29])=[CH:25][C:24]=2[F:30])[N:15]=1)(=[O:8])[C:2]1[CH:7]=[CH:6][CH:5]=[CH:4][CH:3]=1.[N+](=[CH:33][Si](C)(C)C)=[N-].[BrH:38]. (6) The reactants are: Cl[C:2]1[N:11]=[C:10](Cl)[C:9]2[C:4](=[CH:5][CH:6]=[CH:7][CH:8]=2)[N:3]=1.[CH:13]1[C:22]2[C:17](=[CH:18][CH:19]=[CH:20][CH:21]=2)[CH:16]=[CH:15][C:14]=1[NH2:23].[CH3:24][C:25]1[CH:29]=[C:28]([CH3:30])[NH:27][N:26]=1. Given the product [CH3:24][C:25]1[CH:29]=[C:28]([CH3:30])[N:27]([C:2]2[N:11]=[C:10]([NH:23][C:14]3[CH:15]=[CH:16][C:17]4[C:22](=[CH:21][CH:20]=[CH:19][CH:18]=4)[CH:13]=3)[C:9]3[C:4](=[CH:5][CH:6]=[CH:7][CH:8]=3)[N:3]=2)[N:26]=1, predict the reactants needed to synthesize it. (7) Given the product [N:24]([C:2]1[N:7]=[CH:6][N:5]=[C:4]([CH2:8][N:9]2[CH:13]=[CH:12][N:11]=[C:10]2[C:14]2[CH:19]=[CH:18][CH:17]=[C:16]([F:20])[N:15]=2)[C:3]=1[CH2:21][CH2:22][CH3:23])=[N+:25]=[N-:26], predict the reactants needed to synthesize it. The reactants are: Cl[C:2]1[N:7]=[CH:6][N:5]=[C:4]([CH2:8][N:9]2[CH:13]=[CH:12][N:11]=[C:10]2[C:14]2[CH:19]=[CH:18][CH:17]=[C:16]([F:20])[N:15]=2)[C:3]=1[CH2:21][CH2:22][CH3:23].[N-:24]=[N+:25]=[N-:26].[Na+]. (8) Given the product [CH2:31]([C:2]1([C:6]([O:8][CH2:9][CH3:10])=[O:7])[CH2:3][CH2:4][CH2:5][N:1]1[C:11]([O:13][CH2:14][C:15]1[CH:20]=[CH:19][CH:18]=[CH:17][CH:16]=1)=[O:12])[C:32]1[CH:37]=[CH:36][CH:35]=[CH:34][CH:33]=1, predict the reactants needed to synthesize it. The reactants are: [N:1]1([C:11]([O:13][CH2:14][C:15]2[CH:20]=[CH:19][CH:18]=[CH:17][CH:16]=2)=[O:12])[CH2:5][CH2:4][CH2:3][C@H:2]1[C:6]([O:8][CH2:9][CH3:10])=[O:7].[Li+].C[Si]([N-][Si](C)(C)C)(C)C.[CH2:31](Br)[C:32]1[CH:37]=[CH:36][CH:35]=[CH:34][CH:33]=1.